From a dataset of Forward reaction prediction with 1.9M reactions from USPTO patents (1976-2016). Predict the product of the given reaction. (1) The product is: [F:16][C:5]1[C:6]([NH:8][C:9]2[CH:14]=[CH:13][CH:12]=[C:11]([OH:15])[CH:10]=2)=[N:7][C:2]([NH:17][N:18]2[CH:22]=[CH:21][CH:20]=[CH:19]2)=[N:3][CH:4]=1. Given the reactants Cl[C:2]1[N:7]=[C:6]([NH:8][C:9]2[CH:14]=[CH:13][CH:12]=[C:11]([OH:15])[CH:10]=2)[C:5]([F:16])=[CH:4][N:3]=1.[NH2:17][N:18]1[CH:22]=[CH:21][CH:20]=[CH:19]1, predict the reaction product. (2) Given the reactants [NH2:1][CH2:2][C:3]1[CH:16]=[CH:15][C:6]([CH2:7][NH:8][C:9]2[CH:14]=[CH:13][CH:12]=[CH:11][CH:10]=2)=[CH:5][CH:4]=1.[NH2:17][C:18]1[N:26]=[C:25]([Cl:27])[CH:24]=[CH:23][C:19]=1[C:20](O)=[O:21].F[P-](F)(F)(F)(F)F.N1(O[P+](N(C)C)(N(C)C)N(C)C)C2C=CC=CC=2N=N1.C(N(CC)CC)C, predict the reaction product. The product is: [NH2:17][C:18]1[N:26]=[C:25]([Cl:27])[CH:24]=[CH:23][C:19]=1[C:20]([NH:1][CH2:2][C:3]1[CH:16]=[CH:15][C:6]([CH2:7][NH:8][C:9]2[CH:14]=[CH:13][CH:12]=[CH:11][CH:10]=2)=[CH:5][CH:4]=1)=[O:21]. (3) Given the reactants C(NC(C)C)(C)C.C([Li])CCC.[CH2:13]([C:17]1[N:18]=[CH:19][N:20]([CH3:22])[CH:21]=1)[CH2:14][CH2:15]C.CN(C)[CH:25]=[O:26].Cl.C(=O)(O)[O-].[Na+], predict the reaction product. The product is: [CH3:22][N:20]1[CH:21]=[C:17]([CH2:13][CH2:14][CH3:15])[N:18]=[C:19]1[CH:25]=[O:26]. (4) Given the reactants [C:1]([C:4]1[C:12]2[C:7](=[CH:8][C:9]([CH2:13][C:14]([OH:16])=[O:15])=[CH:10][CH:11]=2)[NH:6][CH:5]=1)(=[O:3])[CH3:2].[CH3:17][Si](C=[N+]=[N-])(C)C, predict the reaction product. The product is: [CH3:17][O:15][C:14](=[O:16])[CH2:13][C:9]1[CH:8]=[C:7]2[C:12]([C:4]([C:1](=[O:3])[CH3:2])=[CH:5][NH:6]2)=[CH:11][CH:10]=1. (5) Given the reactants [NH2:1][C:2]1[C:3]([O:18][CH3:19])=[CH:4][C:5]2[CH2:11][N:10]([CH2:12][CH:13]3[CH2:15][CH2:14]3)[CH2:9][C:8](=[O:16])[NH:7][C:6]=2[CH:17]=1.Cl[C:21]1[N:26]=[C:25]([NH:27][C@@H:28]2[C@@H:33]3[CH2:34][C@@H:30]([CH:31]=[CH:32]3)[C@@H:29]2[C:35]([NH2:37])=[O:36])[C:24]([Cl:38])=[CH:23][N:22]=1, predict the reaction product. The product is: [Cl:38][C:24]1[C:25]([NH:27][C@@H:28]2[C@@H:33]3[CH2:34][C@@H:30]([CH:31]=[CH:32]3)[C@@H:29]2[C:35]([NH2:37])=[O:36])=[N:26][C:21]([NH:1][C:2]2[C:3]([O:18][CH3:19])=[CH:4][C:5]3[CH2:11][N:10]([CH2:12][CH:13]4[CH2:14][CH2:15]4)[CH2:9][C:8](=[O:16])[NH:7][C:6]=3[CH:17]=2)=[N:22][CH:23]=1.